From a dataset of Forward reaction prediction with 1.9M reactions from USPTO patents (1976-2016). Predict the product of the given reaction. The product is: [OH:1][C@@H:2]1[CH2:7][CH2:6][C@H:5]([C:8]2[CH:9]=[C:10]([CH:16]=[CH:17][CH:18]=2)[C:11]([O:13][CH2:14][CH3:15])=[O:12])[CH2:4][CH2:3]1.[CH2:14]([O:13][C:11](=[O:12])[C:10]1[CH:16]=[CH:17][CH:18]=[C:8]([C@H:5]2[CH2:6][CH2:7][C@H:2]([OH:1])[CH2:3][CH2:4]2)[CH:9]=1)[CH3:15]. Given the reactants [OH:1][CH:2]1[CH2:7][CH2:6][C:5]([C:8]2[CH:9]=[C:10]([CH:16]=[CH:17][CH:18]=2)[C:11]([O:13][CH2:14][CH3:15])=[O:12])=[CH:4][CH2:3]1.C([O-])=O.[NH4+], predict the reaction product.